This data is from Forward reaction prediction with 1.9M reactions from USPTO patents (1976-2016). The task is: Predict the product of the given reaction. (1) Given the reactants [Cl:1][C:2]1[C:3]([F:29])=[C:4]([CH:26]=[CH:27][CH:28]=1)[NH:5][C:6]1[C:15]2[C:10](=[CH:11][C:12]([O:24][CH3:25])=[C:13]([O:16][CH2:17][CH:18]3[CH2:23][CH2:22][NH:21][CH2:20][CH2:19]3)[CH:14]=2)[N:9]=[CH:8][N:7]=1.C(=O)([O-])[O-].[K+].[K+].Br[CH2:37][CH2:38][O:39][CH3:40], predict the reaction product. The product is: [Cl:1][C:2]1[C:3]([F:29])=[C:4]([CH:26]=[CH:27][CH:28]=1)[NH:5][C:6]1[C:15]2[C:10](=[CH:11][C:12]([O:24][CH3:25])=[C:13]([O:16][CH2:17][CH:18]3[CH2:23][CH2:22][N:21]([CH2:37][CH2:38][O:39][CH3:40])[CH2:20][CH2:19]3)[CH:14]=2)[N:9]=[CH:8][N:7]=1. (2) Given the reactants [Br:1][C:2]1[CH:7]=[C:6]([N+:8]([O-])=O)[CH:5]=[CH:4][C:3]=1[Cl:11].O.[Cl-].N, predict the reaction product. The product is: [Br:1][C:2]1[CH:7]=[C:6]([NH2:8])[CH:5]=[CH:4][C:3]=1[Cl:11]. (3) Given the reactants [CH2:1]([O:8][C:9]1[CH:14]=[CH:13][CH:12]=[CH:11][C:10]=1[Mg]Br)[C:2]1[CH:7]=[CH:6][CH:5]=[CH:4][CH:3]=1.[O:17]1[C:19]2([CH2:24][CH2:23][N:22]([C:25]([O:27][C:28]([CH3:31])([CH3:30])[CH3:29])=[O:26])[CH2:21][CH2:20]2)[CH2:18]1, predict the reaction product. The product is: [CH2:1]([O:8][C:9]1[CH:14]=[CH:13][CH:12]=[CH:11][C:10]=1[CH2:18][C:19]1([OH:17])[CH2:20][CH2:21][N:22]([C:25]([O:27][C:28]([CH3:31])([CH3:30])[CH3:29])=[O:26])[CH2:23][CH2:24]1)[C:2]1[CH:7]=[CH:6][CH:5]=[CH:4][CH:3]=1.